Dataset: Full USPTO retrosynthesis dataset with 1.9M reactions from patents (1976-2016). Task: Predict the reactants needed to synthesize the given product. (1) The reactants are: [C:1]([O:5][C:6]([N:8]1[CH2:13][CH2:12][C@H:11]([C:14]2[CH:36]=[CH:35][C:17]3[C:18]4[N:22]([CH2:23][CH2:24][O:25][C:16]=3[CH:15]=2)[CH:21]=[C:20]([C:26]2[N:27]([CH:32]([CH3:34])[CH3:33])[N:28]=[C:29]([CH3:31])[N:30]=2)[N:19]=4)[C@H:10]([O:37]C(=O)CCl)[CH2:9]1)=[O:7])([CH3:4])([CH3:3])[CH3:2].[OH-].[Na+]. Given the product [C:1]([O:5][C:6]([N:8]1[CH2:13][CH2:12][C@H:11]([C:14]2[CH:36]=[CH:35][C:17]3[C:18]4[N:22]([CH2:23][CH2:24][O:25][C:16]=3[CH:15]=2)[CH:21]=[C:20]([C:26]2[N:27]([CH:32]([CH3:33])[CH3:34])[N:28]=[C:29]([CH3:31])[N:30]=2)[N:19]=4)[C@H:10]([OH:37])[CH2:9]1)=[O:7])([CH3:2])([CH3:4])[CH3:3], predict the reactants needed to synthesize it. (2) Given the product [Cl:12][C:5]1[CH:4]=[C:3]([CH2:2][N:19]2[CH2:24][CH2:23][O:22][CH2:21][CH2:20]2)[CH:8]=[CH:7][C:6]=1[C:9](=[O:11])[CH3:10], predict the reactants needed to synthesize it. The reactants are: Br[CH2:2][C:3]1[CH:8]=[CH:7][C:6]([C:9](=[O:11])[CH3:10])=[C:5]([Cl:12])[CH:4]=1.C(=O)([O-])[O-].[K+].[K+].[NH:19]1[CH2:24][CH2:23][O:22][CH2:21][CH2:20]1. (3) Given the product [CH2:28]([N:19]1[C:20]2[C:21](=[N:22][CH:23]=[CH:24][CH:25]=2)[N:17]([C:13]2[CH:12]=[CH:11][C:10]3[C:15](=[CH:16][N:8]([C:5]4[CH:4]=[CH:3][C:2]([CH3:1])=[CH:7][N:6]=4)[N:9]=3)[CH:14]=2)[C:18]1=[O:26])[CH3:29], predict the reactants needed to synthesize it. The reactants are: [CH3:1][C:2]1[CH:3]=[CH:4][C:5]([N:8]2[CH:16]=[C:15]3[C:10]([CH:11]=[CH:12][C:13]([N:17]4[C:21]5=[N:22][CH:23]=[CH:24][CH:25]=[C:20]5[NH:19][C:18]4=[O:26])=[CH:14]3)=[N:9]2)=[N:6][CH:7]=1.I[CH2:28][CH3:29].O. (4) Given the product [F:1][C:2]1[CH:3]=[CH:4][C:5]([C:8]2[NH:41][C:38]3[C:39]([C:9]=2[CH2:10][CH2:11][CH2:12][N:13]2[CH2:18][CH2:17][CH:16]([C:19]4[CH:20]=[C:21]([NH:25][C:26](=[O:30])[CH:27]([CH3:28])[CH3:29])[CH:22]=[CH:23][CH:24]=4)[CH2:15][CH2:14]2)=[CH:40][C:35]([O:34][CH3:33])=[CH:36][CH:37]=3)=[CH:6][CH:7]=1, predict the reactants needed to synthesize it. The reactants are: [F:1][C:2]1[CH:7]=[CH:6][C:5]([C:8](=O)[CH2:9][CH2:10][CH2:11][CH2:12][N:13]2[CH2:18][CH2:17][CH:16]([C:19]3[CH:20]=[C:21]([NH:25][C:26](=[O:30])[CH:27]([CH3:29])[CH3:28])[CH:22]=[CH:23][CH:24]=3)[CH2:15][CH2:14]2)=[CH:4][CH:3]=1.Cl.[CH3:33][O:34][C:35]1[CH:40]=[CH:39][C:38]([NH:41]N)=[CH:37][CH:36]=1. (5) Given the product [Br:5][C:6]1[CH:13]=[C:10]([CH:11]([OH:12])[CH:1]=[CH2:2])[C:9]([OH:14])=[C:8]([Cl:15])[CH:7]=1, predict the reactants needed to synthesize it. The reactants are: [CH:1]([Mg]Br)=[CH2:2].[Br:5][C:6]1[CH:7]=[C:8]([Cl:15])[C:9]([OH:14])=[C:10]([CH:13]=1)[CH:11]=[O:12]. (6) Given the product [Si:22]([O:29][CH2:30][CH:31]1[CH2:32][CH2:33][C:34]([C:37]([C:3]2[C:2]([F:1])=[CH:7][CH:6]=[CH:5][C:4]=2[F:8])=[O:38])([CH3:41])[CH2:35][CH2:36]1)([C:25]([CH3:28])([CH3:27])[CH3:26])([CH3:24])[CH3:23], predict the reactants needed to synthesize it. The reactants are: [F:1][C:2]1[CH:7]=[CH:6][CH:5]=[C:4]([F:8])[CH:3]=1.CN(CCN(C)C)C.[Li]C(CC)C.[Si:22]([O:29][CH2:30][CH:31]1[CH2:36][CH2:35][C:34]([CH3:41])([C:37](OC)=[O:38])[CH2:33][CH2:32]1)([C:25]([CH3:28])([CH3:27])[CH3:26])([CH3:24])[CH3:23].